From a dataset of Full USPTO retrosynthesis dataset with 1.9M reactions from patents (1976-2016). Predict the reactants needed to synthesize the given product. (1) Given the product [CH2:1]([O:3][C:4]1[CH:5]=[C:6]2[C:11](=[C:12]3[CH2:16][C:15]([CH3:18])([CH3:17])[O:14][C:13]=13)[C:10]([C:19]1[CH:24]=[CH:23][CH:22]=[CH:21][CH:20]=1)=[N+:9]([O-:27])[C:8]([CH3:25])([CH3:26])[CH2:7]2)[CH3:2], predict the reactants needed to synthesize it. The reactants are: [CH2:1]([O:3][C:4]1[CH:5]=[C:6]2[C:11](=[C:12]3[CH2:16][C:15]([CH3:18])([CH3:17])[O:14][C:13]=13)[CH:10]([C:19]1[CH:24]=[CH:23][CH:22]=[CH:21][CH:20]=1)[NH:9][C:8]([CH3:26])([CH3:25])[CH2:7]2)[CH3:2].[OH:27]O. (2) Given the product [CH2:21]([N:18]1[CH2:17][CH2:16][N:15]([CH2:14][C@@H:10]2[CH2:11][CH2:12][CH2:13][N:8]([CH3:6])[CH2:9]2)[CH2:20][CH2:19]1)[C:22]1[CH:27]=[CH:26][CH:25]=[CH:24][CH:23]=1, predict the reactants needed to synthesize it. The reactants are: C(O[C:6]([N:8]1[CH2:13][CH2:12][CH2:11][C@H:10]([CH2:14][N:15]2[CH2:20][CH2:19][N:18]([CH2:21][C:22]3[CH:27]=[CH:26][CH:25]=[CH:24][CH:23]=3)[CH2:17][CH2:16]2)[CH2:9]1)=O)(C)(C)C.O.[OH-].[Na+].